From a dataset of Full USPTO retrosynthesis dataset with 1.9M reactions from patents (1976-2016). Predict the reactants needed to synthesize the given product. Given the product [CH3:16][O:11][C:8](=[O:9])[C:4]([C:24]#[N:22])([CH3:5])[CH3:3], predict the reactants needed to synthesize it. The reactants are: CO[C:3](=O)[CH2:4][C:5]#N.[C:8]([O-:11])([O-])=[O:9].[Cs+].[Cs+].CI.[CH3:16]COCC.C[N:22]([CH:24]=O)C.